Dataset: Peptide-MHC class II binding affinity with 134,281 pairs from IEDB. Task: Regression. Given a peptide amino acid sequence and an MHC pseudo amino acid sequence, predict their binding affinity value. This is MHC class II binding data. (1) The peptide sequence is AAVLFAATAAAAAAV. The MHC is HLA-DPA10301-DPB10402 with pseudo-sequence HLA-DPA10301-DPB10402. The binding affinity (normalized) is 0. (2) The peptide sequence is DLGYAPATPAAPGAG. The MHC is DRB1_1602 with pseudo-sequence DRB1_1602. The binding affinity (normalized) is 0.288. (3) The peptide sequence is VVPDGYKLTGNVLIL. The MHC is DRB1_0901 with pseudo-sequence DRB1_0901. The binding affinity (normalized) is 0.194. (4) The peptide sequence is HTQTAGPWHLGKLEL. The MHC is DRB1_0901 with pseudo-sequence DRB1_0901. The binding affinity (normalized) is 0.199. (5) The binding affinity (normalized) is 0.787. The peptide sequence is ISSMVEAMVSRARID. The MHC is DRB1_0404 with pseudo-sequence DRB1_0404. (6) The peptide sequence is AGWDTVLQSITTILA. The MHC is DRB1_1101 with pseudo-sequence DRB1_1101. The binding affinity (normalized) is 0. (7) The peptide sequence is GGLLMSRKHKWKLSGVERAN. The MHC is DRB1_0401 with pseudo-sequence DRB1_0401. The binding affinity (normalized) is 0.354.